Dataset: Reaction yield outcomes from USPTO patents with 853,638 reactions. Task: Predict the reaction yield, written as a fraction of the theoretical maximum amount of product (1.0 means a 100% yield; for example, 0.34 means a 34% yield). (1) The reactants are [Br-].[O:2]([CH2:9][CH2:10][CH2:11][CH2:12][CH2:13][CH2:14][P+](C1C=CC=CC=1)(C1C=CC=CC=1)C1C=CC=CC=1)[C:3]1[CH:8]=[CH:7][CH:6]=[CH:5][CH:4]=1.C[Si]([N-][Si](C)(C)C)(C)C.[K+].[CH3:44][O:45][C:46]1[CH:53]=[CH:52][C:49]([CH:50]=O)=[CH:48][CH:47]=1. The catalyst is C1COCC1. The product is [CH3:44][O:45][C:46]1[CH:53]=[CH:52][C:49]([CH:50]=[CH:14][CH2:13][CH2:12][CH2:11][CH2:10][CH2:9][O:2][C:3]2[CH:4]=[CH:5][CH:6]=[CH:7][CH:8]=2)=[CH:48][CH:47]=1. The yield is 0.920. (2) The reactants are [CH:1]1([CH2:6][CH:7]([C:11]2[CH:16]=[CH:15][C:14]([I:17])=[CH:13][CH:12]=2)[C:8]([OH:10])=[O:9])[CH2:5][CH2:4][CH2:3][CH2:2]1.[CH3:18]O. The catalyst is S(=O)(=O)(O)O. The product is [CH3:18][O:9][C:8](=[O:10])[CH:7]([C:11]1[CH:16]=[CH:15][C:14]([I:17])=[CH:13][CH:12]=1)[CH2:6][CH:1]1[CH2:5][CH2:4][CH2:3][CH2:2]1. The yield is 0.969. (3) The product is [Cl:11][C:12]1[CH:13]=[CH:14][C:15]([CH2:16][CH2:17][O:18][C:19]2[C:24](=[O:25])[NH:23][CH:22]=[CH:21][N:20]=2)=[CH:27][CH:28]=1. The catalyst is CC(N(C)C)=O.C([O-])(O)=O.[Na+]. The yield is 0.479. The reactants are S1C2C=CC=CC=2N=C1S.[Cl:11][C:12]1[CH:28]=[CH:27][C:15]([CH2:16][CH2:17][O:18][C:19]2[C:24]([O:25]C)=[N:23][CH:22]=[CH:21][N:20]=2)=[CH:14][CH:13]=1. (4) The reactants are [Cl:1][CH2:2][CH2:3][CH2:4][C:5]([C:7]1[CH:12]=[CH:11][C:10]([CH:13]([CH3:15])[CH3:14])=[CH:9][CH:8]=1)=[O:6].[Br:16]([O-])(=O)=O.[Na+].[Br-].[Na+]. The catalyst is C(Cl)Cl.O.S(S([O-])(=O)=O)([O-])(=O)=O.[Na+].[Na+]. The product is [Br:16][C:13]([C:10]1[CH:9]=[CH:8][C:7]([C:5](=[O:6])[CH2:4][CH2:3][CH2:2][Cl:1])=[CH:12][CH:11]=1)([CH3:15])[CH3:14]. The yield is 0.990. (5) The reactants are FC(F)(F)C(O)=O.[CH3:8][C:9]1([CH2:20][CH2:21][C:22]([O:24]C(C)(C)C)=[O:23])[O:13][C:12]2=[N:14][C:15]([N+:17]([O-:19])=[O:18])=[CH:16][N:11]2[CH2:10]1. The catalyst is C(Cl)Cl. The product is [CH3:8][C:9]1([CH2:20][CH2:21][C:22]([OH:24])=[O:23])[O:13][C:12]2=[N:14][C:15]([N+:17]([O-:19])=[O:18])=[CH:16][N:11]2[CH2:10]1. The yield is 0.510. (6) The reactants are [CH3:1][O:2][C:3]1[CH:8]=[CH:7][C:6]([C:9]2[N:13]([CH2:14][C:15]3[CH:23]=[CH:22][C:18]([C:19](O)=[O:20])=[CH:17][CH:16]=3)[N:12]=[CH:11][CH:10]=2)=[CH:5][C:4]=1[O:24][C@@H:25]1[CH2:29][CH2:28][O:27][CH2:26]1.Cl.CN(C)CCCN=C=NCC.[CH3:42][O:43][C:44]1[CH:49]=[CH:48][C:47]([S:50]([NH2:53])(=[O:52])=[O:51])=[CH:46][CH:45]=1.C([O-])(O)=O.[Na+]. The catalyst is CN(C)C1C=CN=CC=1.C(OCC)(=O)C.O.C(Cl)Cl. The yield is 0.740. The product is [CH3:42][O:43][C:44]1[CH:45]=[CH:46][C:47]([S:50]([NH:53][C:19](=[O:20])[C:18]2[CH:17]=[CH:16][C:15]([CH2:14][N:13]3[C:9]([C:6]4[CH:7]=[CH:8][C:3]([O:2][CH3:1])=[C:4]([O:24][C@@H:25]5[CH2:29][CH2:28][O:27][CH2:26]5)[CH:5]=4)=[CH:10][CH:11]=[N:12]3)=[CH:23][CH:22]=2)(=[O:52])=[O:51])=[CH:48][CH:49]=1. (7) The reactants are [C:1]1(B(O)O)[CH:6]=[CH:5][CH:4]=[CH:3][CH:2]=1.Cl[C:11]1[C:20]2[C:15](=[CH:16][CH:17]=[CH:18][CH:19]=2)[CH:14]=[CH:13][N:12]=1.C1(C)C=CC=CC=1.C(=O)([O-])[O-].[Na+].[Na+]. The catalyst is C1C=CC([P]([Pd]([P](C2C=CC=CC=2)(C2C=CC=CC=2)C2C=CC=CC=2)([P](C2C=CC=CC=2)(C2C=CC=CC=2)C2C=CC=CC=2)[P](C2C=CC=CC=2)(C2C=CC=CC=2)C2C=CC=CC=2)(C2C=CC=CC=2)C2C=CC=CC=2)=CC=1.C(O)C. The product is [C:1]1([C:11]2[C:20]3[C:15](=[CH:16][CH:17]=[CH:18][CH:19]=3)[CH:14]=[CH:13][N:12]=2)[CH:6]=[CH:5][CH:4]=[CH:3][CH:2]=1. The yield is 0.430. (8) The reactants are [Br:1][C:2]1[CH:7]=[CH:6][C:5]([OH:8])=[C:4]([F:9])[CH:3]=1.CC(C)([O-])C.[K+].I[CH2:17][CH2:18][CH2:19][F:20]. The catalyst is CN1C(=O)N(C)CC1. The product is [Br:1][C:2]1[CH:7]=[CH:6][C:5]([O:8][CH2:17][CH2:18][CH2:19][F:20])=[C:4]([F:9])[CH:3]=1. The yield is 0.820. (9) The reactants are [F:1][C:2]1[CH:12]=[CH:11][C:5]([CH2:6][NH:7][C:8](=O)[CH3:9])=[CH:4][CH:3]=1.B.Cl. The catalyst is C1COCC1. The product is [F:1][C:2]1[CH:3]=[CH:4][C:5]([CH2:6][NH:7][CH2:8][CH3:9])=[CH:11][CH:12]=1. The yield is 0.251. (10) The reactants are [CH3:1][N:2]1[CH2:7][CH2:6][N:5]([CH2:8][CH2:9][C:10]2[CH:15]=[CH:14][C:13]([N+:16]([O-])=O)=[C:12]([O:19][CH2:20][CH3:21])[CH:11]=2)[CH2:4][CH2:3]1. The catalyst is CCOC(C)=O.CO. The product is [CH2:20]([O:19][C:12]1[CH:11]=[C:10]([CH2:9][CH2:8][N:5]2[CH2:6][CH2:7][N:2]([CH3:1])[CH2:3][CH2:4]2)[CH:15]=[CH:14][C:13]=1[NH2:16])[CH3:21]. The yield is 1.00.